This data is from CYP2C9 inhibition data for predicting drug metabolism from PubChem BioAssay. The task is: Regression/Classification. Given a drug SMILES string, predict its absorption, distribution, metabolism, or excretion properties. Task type varies by dataset: regression for continuous measurements (e.g., permeability, clearance, half-life) or binary classification for categorical outcomes (e.g., BBB penetration, CYP inhibition). Dataset: cyp2c9_veith. (1) The molecule is Cc1ccc(NS(=O)(=O)c2ccc(NC(=O)c3cccc(NC(=O)C(C)C)c3)cc2)cc1. The result is 1 (inhibitor). (2) The drug is CC1=NN(c2ccc(F)cc2)C(=O)C1C(c1cccc(O)c1)c1c(C)[nH]n(-c2ccc(F)cc2)c1=O. The result is 1 (inhibitor). (3) The molecule is CCNc1ncc2nc(-c3cccc(C#N)c3)c(=O)n(CCC#N)c2n1. The result is 0 (non-inhibitor). (4) The compound is COc1ccc(NC(=O)N2CCCC3(CCN(C(=O)c4ccncc4)CC3)C2)cc1. The result is 1 (inhibitor). (5) The compound is O=C(O)C(=O)/C=C(\O)c1ccc(Br)cc1. The result is 0 (non-inhibitor).